This data is from Forward reaction prediction with 1.9M reactions from USPTO patents (1976-2016). The task is: Predict the product of the given reaction. (1) Given the reactants [F:1][C:2]1[CH:7]=[CH:6][C:5]([C:8]2[C:9]3[C:25]([C:26]#[N:27])=[CH:24][N:23](COCC[Si](C)(C)C)[C:10]=3[N:11]=[C:12]([S:14][CH2:15][CH2:16][N:17]3[CH2:22][CH2:21][O:20][CH2:19][CH2:18]3)[N:13]=2)=[C:4]([CH3:36])[CH:3]=1.[F-].C([N+](CCCC)(CCCC)CCCC)CCC, predict the reaction product. The product is: [F:1][C:2]1[CH:7]=[CH:6][C:5]([C:8]2[C:9]3[C:25]([C:26]#[N:27])=[CH:24][NH:23][C:10]=3[N:11]=[C:12]([S:14][CH2:15][CH2:16][N:17]3[CH2:22][CH2:21][O:20][CH2:19][CH2:18]3)[N:13]=2)=[C:4]([CH3:36])[CH:3]=1. (2) Given the reactants [C:1]([O:5][C:6]([N:8]1[CH2:13][CH2:12][N:11]([C:14]([O:16][C:17]([CH3:20])([CH3:19])[CH3:18])=[O:15])[CH2:10][C@@H:9]1[CH:21](O)[C:22]1[CH:27]=[CH:26][CH:25]=[CH:24][CH:23]=1)=[O:7])([CH3:4])([CH3:3])[CH3:2].C(N(S(F)(F)[F:35])CC)C, predict the reaction product. The product is: [C:1]([O:5][C:6]([N:8]1[CH2:13][CH2:12][N:11]([C:14]([O:16][C:17]([CH3:20])([CH3:19])[CH3:18])=[O:15])[CH2:10][C@@H:9]1[CH:21]([F:35])[C:22]1[CH:27]=[CH:26][CH:25]=[CH:24][CH:23]=1)=[O:7])([CH3:4])([CH3:3])[CH3:2]. (3) Given the reactants Br[C:2]1[S:3][CH:4]=[C:5]([CH2:7][O:8][Si:9]([C:12]([CH3:15])([CH3:14])[CH3:13])([CH3:11])[CH3:10])[N:6]=1.C([Li])CCC.CN(C)[C:23](=[O:25])[CH3:24], predict the reaction product. The product is: [Si:9]([O:8][CH2:7][C:5]1[N:6]=[C:2]([C:23](=[O:25])[CH3:24])[S:3][CH:4]=1)([C:12]([CH3:15])([CH3:14])[CH3:13])([CH3:11])[CH3:10]. (4) Given the reactants [F:1][C:2]([F:13])([F:12])[C:3]1[CH:8]=[CH:7][C:6]([N:9]=[C:10]=[O:11])=[CH:5][CH:4]=1.[NH2:14][CH:15]1[CH2:20][CH2:19][N:18]([C:21](=[O:27])[CH:22]([CH2:25][CH3:26])[CH2:23][CH3:24])[CH2:17][CH2:16]1.C(C(CC)C(O)=O)C.Cl, predict the reaction product. The product is: [CH2:25]([CH:22]([CH2:23][CH3:24])[C:21]([N:18]1[CH2:17][CH2:16][CH:15]([NH:14][C:10]([NH:9][C:6]2[CH:5]=[CH:4][C:3]([C:2]([F:12])([F:13])[F:1])=[CH:8][CH:7]=2)=[O:11])[CH2:20][CH2:19]1)=[O:27])[CH3:26]. (5) Given the reactants [Cl:1][C:2]1[CH:3]=[C:4]([C:11]2[CH:16]=[C:15]([CH2:17][CH2:18][CH3:19])[CH:14]=[C:13]([C:20]#[N:21])[C:12]=2[C:22]2[S:23][CH:24]=[CH:25][C:26]=2[CH3:27])[CH:5]=[C:6]([F:10])[C:7]=1[O:8]C.B(Br)(Br)Br.Cl.O, predict the reaction product. The product is: [Cl:1][C:2]1[CH:3]=[C:4]([C:11]2[CH:16]=[C:15]([CH2:17][CH2:18][CH3:19])[CH:14]=[C:13]([C:20]#[N:21])[C:12]=2[C:22]2[S:23][CH:24]=[CH:25][C:26]=2[CH3:27])[CH:5]=[C:6]([F:10])[C:7]=1[OH:8].